Dataset: Full USPTO retrosynthesis dataset with 1.9M reactions from patents (1976-2016). Task: Predict the reactants needed to synthesize the given product. (1) Given the product [Cl:1][C:2]1[CH:3]=[C:4]2[C:8](=[CH:9][CH:10]=1)[NH:7][C:6](=[O:11])[C:5]2([CH:12]([C:17]#[N:18])[C:13]([O:15][CH3:16])=[O:14])[CH2:22][N+:19]([O-:21])=[O:20], predict the reactants needed to synthesize it. The reactants are: [Cl:1][C:2]1[CH:3]=[C:4]2[C:8](=[CH:9][CH:10]=1)[NH:7][C:6](=[O:11])/[C:5]/2=[C:12](/[C:17]#[N:18])\[C:13]([O:15][CH3:16])=[O:14].[N+:19]([CH3:22])([O-:21])=[O:20].N1CCCCC1. (2) Given the product [OH:2][C@H:1]([C:3]1[CH:8]=[CH:7][CH:6]=[CH:5][C:4]=1[CH2:9][CH2:10][CH2:11][NH:12][C:13](=[O:19])[O:14][C:15]([CH3:16])([CH3:18])[CH3:17])[CH3:20], predict the reactants needed to synthesize it. The reactants are: [CH:1]([C:3]1[CH:8]=[CH:7][CH:6]=[CH:5][C:4]=1[CH2:9][CH2:10][CH2:11][NH:12][C:13](=[O:19])[O:14][C:15]([CH3:18])([CH3:17])[CH3:16])=[O:2].[CH3:20][Mg]Br. (3) Given the product [NH2:7][C:8]1[N:9]([CH3:25])[C:10](=[O:24])[C:11]([CH3:22])([CH3:23])[C@:12]([C:15]2[CH:16]=[C:17]([NH:21][C:32]([C:29]3([C:28]([F:36])([F:35])[F:27])[CH2:31][CH2:30]3)=[O:33])[CH:18]=[CH:19][CH:20]=2)([CH3:14])[N:13]=1, predict the reactants needed to synthesize it. The reactants are: C(OC(=O)[NH:7][C:8]1[N:9]([CH3:25])[C:10](=[O:24])[C:11]([CH3:23])([CH3:22])[C@:12]([C:15]2[CH:20]=[CH:19][CH:18]=[C:17]([NH2:21])[CH:16]=2)([CH3:14])[N:13]=1)(C)(C)C.[F:27][C:28]([F:36])([F:35])[C:29]1([C:32](O)=[O:33])[CH2:31][CH2:30]1. (4) Given the product [Cl:1][C:2]1[CH:3]=[C:4]([C:5]2[NH:6][C:15](=[O:16])[CH:14]=[C:13]([C:12]([F:22])([F:21])[F:11])[N:7]=2)[CH:8]=[CH:9][CH:10]=1, predict the reactants needed to synthesize it. The reactants are: [Cl:1][C:2]1[CH:3]=[C:4]([CH:8]=[CH:9][CH:10]=1)[C:5](=[NH:7])[NH2:6].[F:11][C:12]([F:22])([F:21])[C:13](=O)[CH2:14][C:15](OCC)=[O:16].C[O-].[Na+].CO. (5) Given the product [C:3]([C:7]1[CH:12]=[CH:11][C:10]([NH2:13])=[CH:9][C:8]=1[F:16])([CH3:6])([CH3:4])[CH3:5], predict the reactants needed to synthesize it. The reactants are: [BH4-].[Na+].[C:3]([C:7]1[CH:12]=[CH:11][C:10]([N+:13]([O-])=O)=[CH:9][C:8]=1[F:16])([CH3:6])([CH3:5])[CH3:4].O. (6) The reactants are: [H-].[Na+].[Si:3]([O:10][C@H:11]([C:42]1[CH:47]=[CH:46][CH:45]=[CH:44][CH:43]=1)[C@H:12]1[CH2:16][CH2:15][C@@H:14]([CH2:17][C:18]2[CH:23]=[CH:22][C:21]([C:24](=[O:34])[NH:25][CH2:26][CH2:27][C:28]3[CH:33]=[CH:32][CH:31]=[CH:30][N:29]=3)=[CH:20][CH:19]=2)[N:13]1[C:35]([O:37][C:38]([CH3:41])([CH3:40])[CH3:39])=[O:36])([C:6]([CH3:9])([CH3:8])[CH3:7])([CH3:5])[CH3:4].I[CH3:49].O. Given the product [Si:3]([O:10][C@H:11]([C:42]1[CH:43]=[CH:44][CH:45]=[CH:46][CH:47]=1)[C@H:12]1[CH2:16][CH2:15][C@@H:14]([CH2:17][C:18]2[CH:23]=[CH:22][C:21]([C:24](=[O:34])[N:25]([CH3:49])[CH2:26][CH2:27][C:28]3[CH:33]=[CH:32][CH:31]=[CH:30][N:29]=3)=[CH:20][CH:19]=2)[N:13]1[C:35]([O:37][C:38]([CH3:41])([CH3:39])[CH3:40])=[O:36])([C:6]([CH3:7])([CH3:8])[CH3:9])([CH3:4])[CH3:5], predict the reactants needed to synthesize it. (7) Given the product [CH2:1]([C:3]1[CH:8]=[CH:7][C:6]([S:9]([NH:12][CH:13]2[CH2:18][CH2:17][NH:16][CH2:15][CH2:14]2)(=[O:10])=[O:11])=[CH:5][CH:4]=1)[CH3:2].[F:26][C:27]([F:32])([F:31])[C:28]([OH:30])=[O:29], predict the reactants needed to synthesize it. The reactants are: [CH2:1]([C:3]1[CH:8]=[CH:7][C:6]([S:9]([NH:12][CH:13]2[CH2:18][CH2:17][N:16](C(OC(C)(C)C)=O)[CH2:15][CH2:14]2)(=[O:11])=[O:10])=[CH:5][CH:4]=1)[CH3:2].[F:26][C:27]([F:32])([F:31])[C:28]([OH:30])=[O:29].